This data is from Forward reaction prediction with 1.9M reactions from USPTO patents (1976-2016). The task is: Predict the product of the given reaction. (1) Given the reactants [I:1][C:2]1[CH:10]=[CH:9][CH:8]=[CH:7][C:3]=1[C:4](O)=[O:5].C(N1C=CN=C1)(N1C=CN=C1)=O.[NH2:23][NH2:24].O, predict the reaction product. The product is: [I:1][C:2]1[CH:10]=[CH:9][CH:8]=[CH:7][C:3]=1[C:4]([NH:23][NH2:24])=[O:5]. (2) Given the reactants C[O:2][C:3](=O)[CH2:4][C:5](=O)[CH3:6].Br[CH2:10][C:11]([C:13]1[CH:18]=[C:17]([O:19][CH3:20])[CH:16]=[CH:15][C:14]=1[O:21][CH3:22])=O.[F:23][C:24]1[CH:25]=[C:26]([CH:30]=[CH:31][CH:32]=1)[CH2:27][CH2:28][NH2:29].[CH:33]1([CH2:36][NH2:37])[CH2:35][CH2:34]1, predict the reaction product. The product is: [CH:33]1([CH2:36][NH:37][C:3]([C:4]2[CH:10]=[C:11]([C:13]3[CH:18]=[C:17]([O:19][CH3:20])[CH:16]=[CH:15][C:14]=3[O:21][CH3:22])[N:29]([CH2:28][CH2:27][C:26]3[CH:30]=[CH:31][CH:32]=[C:24]([F:23])[CH:25]=3)[C:5]=2[CH3:6])=[O:2])[CH2:35][CH2:34]1. (3) Given the reactants [N:1]1([C:7]([O:9][C:10]([CH3:13])([CH3:12])[CH3:11])=[O:8])[CH2:6][CH2:5][NH:4][CH2:3][CH2:2]1.N1C=CC=CC=1.[N+:20]([C:23]1[CH:28]=[CH:27][C:26]([S:29](Cl)(=[O:31])=[O:30])=[CH:25][CH:24]=1)([O-:22])=[O:21], predict the reaction product. The product is: [N+:20]([C:23]1[CH:24]=[CH:25][C:26]([S:29]([N:4]2[CH2:5][CH2:6][N:1]([C:7]([O:9][C:10]([CH3:13])([CH3:12])[CH3:11])=[O:8])[CH2:2][CH2:3]2)(=[O:31])=[O:30])=[CH:27][CH:28]=1)([O-:22])=[O:21]. (4) Given the reactants C([O:3][C:4]([C:6]1[S:27][C:9]2[N:10]=[C:11]([NH2:26])[N:12]=[C:13]([C:14]([C:17]3[CH:25]=[CH:24][C:20]4[O:21][CH2:22][O:23][C:19]=4[CH:18]=3)=[N:15][OH:16])[C:8]=2[CH:7]=1)=[O:5])C.O, predict the reaction product. The product is: [NH2:26][C:11]1[N:12]=[C:13]([C:14]([C:17]2[CH:25]=[CH:24][C:20]3[O:21][CH2:22][O:23][C:19]=3[CH:18]=2)=[N:15][OH:16])[C:8]2[CH:7]=[C:6]([C:4]([OH:5])=[O:3])[S:27][C:9]=2[N:10]=1. (5) Given the reactants [CH:1]1([C:4]2[N:9]=[C:8]([C:10]3[CH:11]=[C:12]4[C:16](=[CH:17][CH:18]=3)[N:15](C3CCCCO3)[N:14]=[C:13]4[C:25]3[N:30]=[C:29]([NH:31][C@@H:32]4[CH2:37][CH2:36][CH2:35][N:34](C(OC(C)(C)C)=O)[CH2:33]4)[CH:28]=[N:27][CH:26]=3)[CH:7]=[N:6][CH:5]=2)[CH2:3][CH2:2]1.Cl, predict the reaction product. The product is: [CH:1]1([C:4]2[N:9]=[C:8]([C:10]3[CH:11]=[C:12]4[C:16](=[CH:17][CH:18]=3)[NH:15][N:14]=[C:13]4[C:25]3[N:30]=[C:29]([NH:31][C@@H:32]4[CH2:37][CH2:36][CH2:35][NH:34][CH2:33]4)[CH:28]=[N:27][CH:26]=3)[CH:7]=[N:6][CH:5]=2)[CH2:3][CH2:2]1. (6) Given the reactants C([O:8][C:9]1[CH:29]=[CH:28][C:12]([O:13][CH2:14][CH2:15][C:16]2[N:17]=[C:18]([C:22]3[CH:27]=[CH:26][CH:25]=[CH:24][CH:23]=3)[O:19][C:20]=2[CH3:21])=[C:11]([CH2:30][CH2:31][CH3:32])[CH:10]=1)C1C=CC=CC=1.[H][H], predict the reaction product. The product is: [CH3:21][C:20]1[O:19][C:18]([C:22]2[CH:23]=[CH:24][CH:25]=[CH:26][CH:27]=2)=[N:17][C:16]=1[CH2:15][CH2:14][O:13][C:12]1[CH:28]=[CH:29][C:9]([OH:8])=[CH:10][C:11]=1[CH2:30][CH2:31][CH3:32]. (7) Given the reactants [C:1]1([CH3:34])[CH:6]=[CH:5][C:4]([N:7]([CH:15]2[CH2:20][CH2:19][N:18]([CH2:21][CH2:22][C:23]3([CH2:29][C:30]([O:32]C)=[O:31])[CH2:28][CH2:27][CH2:26][CH2:25][CH2:24]3)[CH2:17][CH2:16]2)[C:8]([C:10]2[O:11][CH:12]=[CH:13][CH:14]=2)=[O:9])=[CH:3][CH:2]=1.O.[OH-].[Li+].O1CCOCC1.C(O)(=O)C, predict the reaction product. The product is: [C:1]1([CH3:34])[CH:6]=[CH:5][C:4]([N:7]([CH:15]2[CH2:20][CH2:19][N:18]([CH2:21][CH2:22][C:23]3([CH2:29][C:30]([OH:32])=[O:31])[CH2:28][CH2:27][CH2:26][CH2:25][CH2:24]3)[CH2:17][CH2:16]2)[C:8]([C:10]2[O:11][CH:12]=[CH:13][CH:14]=2)=[O:9])=[CH:3][CH:2]=1. (8) Given the reactants [Si]([O:8][CH2:9][CH2:10][N:11]([CH3:23])[C:12](=[O:22])[C:13]1[CH:18]=[CH:17][C:16](F)=[C:15]([Cl:20])[C:14]=1F)(C(C)(C)C)(C)C.[OH:24][C:25]1[CH:26]=[C:27]([CH:37]=[C:38]([O:40][CH:41]([CH3:43])[CH3:42])[CH:39]=1)[C:28]([NH:30][C:31]1[CH:35]=[CH:34][N:33]([CH3:36])[N:32]=1)=[O:29].C(=O)([O-])[O-].[K+].[K+].O, predict the reaction product. The product is: [Cl:20][C:15]1[C:14]2[O:8][CH2:9][CH2:10][N:11]([CH3:23])[C:12](=[O:22])[C:13]=2[CH:18]=[CH:17][C:16]=1[O:24][C:25]1[CH:26]=[C:27]([CH:37]=[C:38]([O:40][CH:41]([CH3:43])[CH3:42])[CH:39]=1)[C:28]([NH:30][C:31]1[CH:35]=[CH:34][N:33]([CH3:36])[N:32]=1)=[O:29]. (9) Given the reactants [NH2:1][C:2]1[CH:7]=[CH:6][C:5]([Br:8])=[CH:4][C:3]=1[SH:9].[C:10](Cl)(=O)[C:11]#[C:12][CH2:13][CH2:14][CH2:15][CH3:16].[CH:19](N(C(C)C)CC)(C)C, predict the reaction product. The product is: [CH2:10]([C:19]1[S:9][C:3]2[CH:4]=[C:5]([Br:8])[CH:6]=[CH:7][C:2]=2[N:1]=1)[CH2:11][CH2:12][CH2:13][CH2:14][CH2:15][CH3:16]. (10) Given the reactants [Cl:1][C:2]1[CH:3]=[C:4]([C:16](=[O:26])[CH2:17][C:18]2[CH:23]=[CH:22][N:21]=[C:20]([S:24][CH3:25])[N:19]=2)[C:5]([F:15])=[C:6]([NH:8][C:9](=[O:14])[C:10]([CH3:13])([CH3:12])[CH3:11])[CH:7]=1.C1C(=O)N([Br:34])C(=O)C1, predict the reaction product. The product is: [Br:34][CH:17]([C:18]1[CH:23]=[CH:22][N:21]=[C:20]([S:24][CH3:25])[N:19]=1)[C:16]([C:4]1[C:5]([F:15])=[C:6]([NH:8][C:9](=[O:14])[C:10]([CH3:13])([CH3:12])[CH3:11])[CH:7]=[C:2]([Cl:1])[CH:3]=1)=[O:26].